From a dataset of Reaction yield outcomes from USPTO patents with 853,638 reactions. Predict the reaction yield, written as a fraction of the theoretical maximum amount of product (1.0 means a 100% yield; for example, 0.34 means a 34% yield). (1) The product is [F:29][C:26]1[CH:27]=[C:28]2[C:23]([C:22]([CH3:30])=[CH:21][N:20]2[S:17]([C:15]2[CH:14]=[CH:13][C:12]([O:31][CH3:32])=[C:11]([N:8]3[CH2:7][CH2:6][NH:5][CH2:10][CH2:9]3)[CH:16]=2)(=[O:19])=[O:18])=[CH:24][CH:25]=1. The catalyst is C1COCC1. The reactants are ClC(Cl)(Cl)C([N:5]1[CH2:10][CH2:9][N:8]([C:11]2[CH:16]=[C:15]([S:17]([N:20]3[C:28]4[C:23](=[CH:24][CH:25]=[C:26]([F:29])[CH:27]=4)[C:22]([CH3:30])=[CH:21]3)(=[O:19])=[O:18])[CH:14]=[CH:13][C:12]=2[O:31][CH3:32])[CH2:7][CH2:6]1)=O.[OH-].[K+]. The yield is 0.798. (2) The reactants are [CH3:1][O:2][C:3]1[CH:8]=[CH:7][C:6]([NH:9][C:10]2[C:19]3[C:14](=[CH:15][CH:16]=[C:17]([C:20](=[O:23])[NH:21][CH3:22])[CH:18]=3)[N:13]=[CH:12][C:11]=2[C:24]([OH:26])=[O:25])=[CH:5][CH:4]=1.[CH:27]1C=CC2N(O)N=NC=2C=1. The catalyst is CN(C1C=CN=CC=1)C.CO. The product is [CH3:1][O:2][C:3]1[CH:8]=[CH:7][C:6]([NH:9][C:10]2[C:19]3[C:14](=[CH:15][CH:16]=[C:17]([C:20](=[O:23])[NH:21][CH3:22])[CH:18]=3)[N:13]=[CH:12][C:11]=2[C:24]([O:26][CH3:27])=[O:25])=[CH:5][CH:4]=1. The yield is 0.600. (3) The reactants are [CH2:1]([O:8][C:9]([N:11]1[CH2:15][C@H:14]([O:16][C:17]([CH3:20])([CH3:19])[CH3:18])[CH2:13][C@H:12]1[C:21](O)=[O:22])=[O:10])[C:2]1[CH:7]=[CH:6][CH:5]=[CH:4][CH:3]=1.[NH2:24][CH2:25][C:26](=[O:28])[CH3:27].CCN=C=NCCCN(C)C.Cl.C1C=CC2N(O)N=NC=2C=1.C(N(CC)CC)C. The catalyst is ClCCl.O. The product is [CH2:1]([O:8][C:9]([N:11]1[CH2:15][C@H:14]([O:16][C:17]([CH3:18])([CH3:20])[CH3:19])[CH2:13][C@H:12]1[C:21](=[O:22])[NH:24][CH2:25][C:26](=[O:28])[CH3:27])=[O:10])[C:2]1[CH:3]=[CH:4][CH:5]=[CH:6][CH:7]=1. The yield is 0.554. (4) The reactants are Cl.[N:2]1[C:7]2[CH:8]=[CH:9][S:10][C:6]=2[C:5]([N:11]2[CH2:15][CH2:14][CH:13]([NH2:16])[CH2:12]2)=[N:4][CH:3]=1.Cl.[N+](C1C=CC([O:27][C:28](=O)[NH:29][C:30]2[CH:35]=[CH:34][C:33]([N:36]([CH2:39][CH3:40])[CH2:37][CH3:38])=[CH:32][CH:31]=2)=CC=1)([O-])=O. The catalyst is C(Cl)(Cl)Cl. The product is [CH2:39]([N:36]([CH2:37][CH3:38])[C:33]1[CH:34]=[CH:35][C:30]([NH:29][C:28]([NH:16][CH:13]2[CH2:14][CH2:15][N:11]([C:5]3[C:6]4[S:10][CH:9]=[CH:8][C:7]=4[N:2]=[CH:3][N:4]=3)[CH2:12]2)=[O:27])=[CH:31][CH:32]=1)[CH3:40]. The yield is 0.190. (5) The reactants are C[O:2][C:3](=O)[C@@H:4]1[CH2:8][C:7]2([O:12][CH2:11][CH2:10][O:9]2)[CH2:6][N:5]1[C:13]([O:15][CH2:16][C:17]1[CH:22]=[CH:21][CH:20]=[CH:19][CH:18]=1)=[O:14].[BH4-].[Li+]. No catalyst specified. The product is [CH2:16]([O:15][C:13]([N:5]1[CH2:6][C:7]2([O:12][CH2:11][CH2:10][O:9]2)[CH2:8][C@H:4]1[CH2:3][OH:2])=[O:14])[C:17]1[CH:22]=[CH:21][CH:20]=[CH:19][CH:18]=1. The yield is 0.850. (6) The reactants are Cl[C:2]1[C:3]2[S:22][CH2:21][CH2:20][C:4]=2[N:5]=[C:6]([N:8]2[CH2:13][CH2:12][N:11]([C:14]3[CH:19]=[CH:18][CH:17]=[CH:16][CH:15]=3)[CH2:10][CH2:9]2)[N:7]=1.[CH2:23]([NH2:26])[CH2:24][CH3:25]. The catalyst is O. The yield is 0.760. The product is [C:14]1([N:11]2[CH2:12][CH2:13][N:8]([C:6]3[N:7]=[C:2]([CH2:25][CH2:24][CH2:23][NH2:26])[C:3]4[S:22][CH2:21][CH2:20][C:4]=4[N:5]=3)[CH2:9][CH2:10]2)[CH:19]=[CH:18][CH:17]=[CH:16][CH:15]=1.